This data is from Peptide-MHC class I binding affinity with 185,985 pairs from IEDB/IMGT. The task is: Regression. Given a peptide amino acid sequence and an MHC pseudo amino acid sequence, predict their binding affinity value. This is MHC class I binding data. (1) The peptide sequence is KQYIVATLMK. The MHC is HLA-A33:01 with pseudo-sequence HLA-A33:01. The binding affinity (normalized) is 0.349. (2) The peptide sequence is LFLDGIDKA. The MHC is HLA-A30:02 with pseudo-sequence YSAMYQENVAHTDENTLYIIYEHYTWARLAYTWY. The binding affinity (normalized) is 0.